This data is from Reaction yield outcomes from USPTO patents with 853,638 reactions. The task is: Predict the reaction yield, written as a fraction of the theoretical maximum amount of product (1.0 means a 100% yield; for example, 0.34 means a 34% yield). (1) The reactants are [Cl:1][C:2]1[C:11]([O:12]C(C)C)=[C:10]2[C:5]([CH:6]=[CH:7][CH:8]=[N:9]2)=[C:4]([C:16]2[CH:17]=[N:18][CH:19]=[CH:20][CH:21]=2)[CH:3]=1.B(Cl)(Cl)Cl. No catalyst specified. The product is [Cl:1][C:2]1[C:11]([OH:12])=[C:10]2[C:5]([CH:6]=[CH:7][CH:8]=[N:9]2)=[C:4]([C:16]2[CH:17]=[N:18][CH:19]=[CH:20][CH:21]=2)[CH:3]=1. The yield is 0.940. (2) The reactants are [Cl:1][C:2]1[N:7]=[CH:6][C:5]([NH:8][C:9](=[O:16])OCC(Cl)(Cl)Cl)=[CH:4][CH:3]=1.[C:17]1([C:23]2[N:27]=[C:26]([N:28]3[CH2:33][CH2:32][NH:31][CH2:30][CH2:29]3)[S:25][N:24]=2)[CH:22]=[CH:21][CH:20]=[CH:19][CH:18]=1.C(N(C(C)C)CC)(C)C.O. The catalyst is CS(C)=O. The product is [Cl:1][C:2]1[N:7]=[CH:6][C:5]([NH:8][C:9]([N:31]2[CH2:32][CH2:33][N:28]([C:26]3[S:25][N:24]=[C:23]([C:17]4[CH:22]=[CH:21][CH:20]=[CH:19][CH:18]=4)[N:27]=3)[CH2:29][CH2:30]2)=[O:16])=[CH:4][CH:3]=1. The yield is 0.507. (3) The reactants are [NH:1]1[CH:5]=[CH:4][C:3](=[O:6])[NH:2]1.O(Cl)S[Cl:9].[CH3:11][N:12]([CH3:15])[CH:13]=O. The catalyst is C(O)C. The product is [Cl-:9].[OH:6][C:3]1[NH:2][N:1]=[CH:5][C:4]=1[CH:11]=[N+:12]([CH3:15])[CH3:13]. The yield is 0.765. (4) The reactants are [CH3:1][O:2][C:3]1[CH:39]=[CH:38][C:6]([C:7]([NH:20][C:21]2[N:29]=[CH:28][N:27]=[C:26]3[C:22]=2[N:23]=[CH:24][N:25]3[C@H:30]2[O:35][C@@H:34]([CH2:36][OH:37])[C@@H:32]([OH:33])[CH2:31]2)([C:14]2[CH:19]=[CH:18][CH:17]=[CH:16][CH:15]=2)[C:8]2[CH:13]=[CH:12][CH:11]=[CH:10][CH:9]=2)=[CH:5][CH:4]=1.[CH3:40][O:41][C:42]1[CH:61]=[CH:60][C:45]([C:46](Cl)([C:53]2[CH:58]=[CH:57][CH:56]=[CH:55][CH:54]=2)[C:47]2[CH:52]=[CH:51][CH:50]=[CH:49][CH:48]=2)=[CH:44][CH:43]=1.CO. The catalyst is N1C=CC=CC=1. The product is [CH3:1][O:2][C:3]1[CH:4]=[CH:5][C:6]([C:7]([NH:20][C:21]2[N:29]=[CH:28][N:27]=[C:26]3[C:22]=2[N:23]=[CH:24][N:25]3[C@H:30]2[O:35][C@@H:34]([CH2:36][O:37][C:46]([C:53]3[CH:58]=[CH:57][CH:56]=[CH:55][CH:54]=3)([C:47]3[CH:52]=[CH:51][CH:50]=[CH:49][CH:48]=3)[C:45]3[CH:44]=[CH:43][C:42]([O:41][CH3:40])=[CH:61][CH:60]=3)[C@@H:32]([OH:33])[CH2:31]2)([C:14]2[CH:15]=[CH:16][CH:17]=[CH:18][CH:19]=2)[C:8]2[CH:9]=[CH:10][CH:11]=[CH:12][CH:13]=2)=[CH:38][CH:39]=1. The yield is 0.720. (5) The reactants are [C:1]([C:3]1[C:11]2[C:6](=[CH:7][CH:8]=[C:9]([C:12]([O:14]C)=[O:13])[CH:10]=2)[NH:5][N:4]=1)#[N:2].[OH-].[Li+]. The catalyst is C(O)C.O. The product is [C:1]([C:3]1[C:11]2[C:6](=[CH:7][CH:8]=[C:9]([C:12]([OH:14])=[O:13])[CH:10]=2)[NH:5][N:4]=1)#[N:2]. The yield is 0.820. (6) The reactants are [Br:1][C:2]1[CH:3]=[C:4]([CH:9]=[CH:10][C:11]=1[OH:12])[C:5]([O:7][CH3:8])=[O:6].N1C=CC=CC=1.[C:19](Cl)(=[O:21])[CH3:20].O. The catalyst is C(Cl)Cl. The product is [C:19]([O:12][C:11]1[CH:10]=[CH:9][C:4]([C:5]([O:7][CH3:8])=[O:6])=[CH:3][C:2]=1[Br:1])(=[O:21])[CH3:20]. The yield is 0.940.